This data is from Full USPTO retrosynthesis dataset with 1.9M reactions from patents (1976-2016). The task is: Predict the reactants needed to synthesize the given product. (1) Given the product [CH3:1][O:2][C:3]1[N:4]=[N:5][C:6]([S:9][C:10]2[NH:11][C:12]3[C:17]([C:18]=2[Cl:19])=[CH:16][CH:15]=[CH:14][CH:13]=3)=[CH:7][CH:8]=1, predict the reactants needed to synthesize it. The reactants are: [CH3:1][O:2][C:3]1[N:4]=[N:5][C:6]([S:9][C:10]2[NH:11][C:12]3[C:17]([CH:18]=2)=[CH:16][CH:15]=[CH:14][CH:13]=3)=[CH:7][CH:8]=1.[Cl:19]N1C(=O)CCC1=O. (2) The reactants are: [C:1]([O:7][CH2:8][N:9]1[C:13]2[N:14]=[N:15][CH:16]=[C:17]([C:18]3[CH:19]=[N:20][N:21]([C@@H:23]([CH:27]4[CH2:31][CH2:30][CH2:29][CH2:28]4)[CH2:24][CH:25]=[O:26])[CH:22]=3)[C:12]=2[CH:11]=[CH:10]1)(=[O:6])[C:2]([CH3:5])([CH3:4])[CH3:3].[BH4-].[Na+].CO. Given the product [C:1]([O:7][CH2:8][N:9]1[C:13]2[N:14]=[N:15][CH:16]=[C:17]([C:18]3[CH:19]=[N:20][N:21]([C@@H:23]([CH:27]4[CH2:31][CH2:30][CH2:29][CH2:28]4)[CH2:24][CH2:25][OH:26])[CH:22]=3)[C:12]=2[CH:11]=[CH:10]1)(=[O:6])[C:2]([CH3:4])([CH3:5])[CH3:3], predict the reactants needed to synthesize it. (3) Given the product [CH3:48][N:49]1[C:54](=[O:55])[CH:53]=[C:52]([N:56]2[CH2:57][CH2:58][O:59][CH2:60][CH2:61]2)[N:51]=[C:50]1[CH2:62][C:63]([N:14]1[C:15]2[C:11](=[C:10]([CH2:2][N:1]3[CH2:40][CH2:39][N:38]([CH3:37])[CH2:47][CH2:6]3)[CH:18]=[CH:17][CH:16]=2)[CH2:12][CH2:13]1)=[O:65], predict the reactants needed to synthesize it. The reactants are: [N:1]1[CH:6]=CC=C[CH:2]=1.FC(F)O[C:10]1[CH:18]=[CH:17][CH:16]=[C:15]2[C:11]=1[CH2:12][CH2:13][N:14]2C(=O)CC1NC(=O)C=C(N2CCOCC2)N=1.Cl.[CH3:37][N:38]([CH3:47])[CH2:39][CH2:40]CN=C=NCC.[CH3:48][N:49]1[C:54](=[O:55])[CH:53]=[C:52]([N:56]2[CH2:61][CH2:60][O:59][CH2:58][CH2:57]2)[N:51]=[C:50]1[CH2:62][C:63]([O-:65])=O.[Na+]. (4) The reactants are: [Cl:1][C:2]1[CH:3]=[N:4][C:5]2[N:6]([N:8]=[C:9]([C:11]([OH:13])=O)[CH:10]=2)[CH:7]=1.[F:14][C:15]1[CH:20]=[C:19]([C:21]2[CH:30]=[C:29]3[C:24]([CH2:25][CH2:26][NH:27][N:28]3[CH3:31])=[CH:23][CH:22]=2)[CH:18]=[CH:17][N:16]=1. Given the product [Cl:1][C:2]1[CH:3]=[N:4][C:5]2[N:6]([N:8]=[C:9]([C:11]([N:27]3[CH2:26][CH2:25][C:24]4[C:29](=[CH:30][C:21]([C:19]5[CH:18]=[CH:17][N:16]=[C:15]([F:14])[CH:20]=5)=[CH:22][CH:23]=4)[N:28]3[CH3:31])=[O:13])[CH:10]=2)[CH:7]=1, predict the reactants needed to synthesize it. (5) Given the product [I:8][C:7]1[N:6]=[C:5]([C:9]#[N:10])[CH:4]=[CH:3][C:2]=1[NH:1][CH:15]1[CH2:16][CH2:17][CH2:18][CH2:19][O:14]1, predict the reactants needed to synthesize it. The reactants are: [NH2:1][C:2]1[CH:3]=[CH:4][C:5]([C:9]#[N:10])=[N:6][C:7]=1[I:8].[Mg+2].[Br-].[Br-].[O:14]1[CH:19]=[CH:18][CH2:17][CH2:16][CH2:15]1. (6) Given the product [N:1]1[C:9]2[CH:8]=[CH:7][N:6]=[CH:5][C:4]=2[S:3][C:2]=1[C:10]1[CH:11]=[C:12]([CH:17]=[C:18]([NH:20][C:21](=[O:34])[C:22]2[CH:23]=[C:24]([O:32][CH3:33])[C:25]([O:30][CH3:31])=[C:26]([O:28][CH3:29])[CH:27]=2)[CH:19]=1)[C:13]([OH:15])=[O:14], predict the reactants needed to synthesize it. The reactants are: [N:1]1[C:9]2[CH:8]=[CH:7][N:6]=[CH:5][C:4]=2[S:3][C:2]=1[C:10]1[CH:11]=[C:12]([CH:17]=[C:18]([NH:20][C:21](=[O:34])[C:22]2[CH:27]=[C:26]([O:28][CH3:29])[C:25]([O:30][CH3:31])=[C:24]([O:32][CH3:33])[CH:23]=2)[CH:19]=1)[C:13]([O:15]C)=[O:14].O.[OH-].[Na+].Cl.